This data is from Full USPTO retrosynthesis dataset with 1.9M reactions from patents (1976-2016). The task is: Predict the reactants needed to synthesize the given product. (1) Given the product [NH2:1][C:2]1[C:11]2[C:6](=[CH:7][CH:8]=[CH:9][C:10]=2[O:12][CH:13]2[CH2:18][CH2:17][CH2:16][CH2:15][CH2:14]2)[N:5]=[C:4]([CH3:19])[C:3]=1[C:20]([O-:22])=[O:21].[Na+:27], predict the reactants needed to synthesize it. The reactants are: [NH2:1][C:2]1[C:11]2[C:6](=[CH:7][CH:8]=[CH:9][C:10]=2[O:12][CH:13]2[CH2:18][CH2:17][CH2:16][CH2:15][CH2:14]2)[N:5]=[C:4]([CH3:19])[C:3]=1[C:20]([OH:22])=[O:21].C([O-])(O)=O.[Na+:27]. (2) Given the product [CH3:3][C:1]([C:5]1[CH:6]=[CH:7][C:8]([C:11](=[O:13])/[CH:12]=[C:15](\[OH:16])/[C:14]([O:19][CH2:20][CH3:21])=[O:18])=[CH:9][CH:10]=1)([CH3:4])[CH3:2], predict the reactants needed to synthesize it. The reactants are: [C:1]([C:5]1[CH:10]=[CH:9][C:8]([C:11](=[O:13])[CH3:12])=[CH:7][CH:6]=1)([CH3:4])([CH3:3])[CH3:2].[C:14]([O:19][CH2:20][CH3:21])(=[O:18])[C:15]([O-])=[O:16].